Predict the reaction yield, written as a fraction of the theoretical maximum amount of product (1.0 means a 100% yield; for example, 0.34 means a 34% yield). From a dataset of Reaction yield outcomes from USPTO patents with 853,638 reactions. The reactants are [N:1]1[CH:6]=[CH:5][CH:4]=[C:3]([NH:7][C:8](=[O:15])OCC(Cl)(Cl)Cl)[N:2]=1.Cl.Cl.[F:18][C:19]1[CH:24]=[CH:23][CH:22]=[C:21]([F:25])[C:20]=1[C:26]1[CH:31]=[CH:30][N:29]=[C:28]([N:32]2[CH2:37][CH2:36][NH:35][CH2:34][CH2:33]2)[N:27]=1. The catalyst is O1CCCC1.CCCCCC. The product is [F:18][C:19]1[CH:24]=[CH:23][CH:22]=[C:21]([F:25])[C:20]=1[C:26]1[CH:31]=[CH:30][N:29]=[C:28]([N:32]2[CH2:37][CH2:36][N:35]([C:8]([NH:7][C:3]3[N:2]=[N:1][CH:6]=[CH:5][CH:4]=3)=[O:15])[CH2:34][CH2:33]2)[N:27]=1. The yield is 0.460.